This data is from Full USPTO retrosynthesis dataset with 1.9M reactions from patents (1976-2016). The task is: Predict the reactants needed to synthesize the given product. (1) Given the product [CH3:1][O:2][C:3]1[CH:8]=[CH:7][CH:6]=[CH:5][C:4]=1[CH:9]1[C:17]([CH3:19])([CH3:18])[C:16]2[C:11](=[CH:12][CH:13]=[C:14]([CH:20]3[CH2:25][CH2:24][N:23]([CH2:26][CH2:27][NH:28][CH3:29])[CH2:22][CH2:21]3)[CH:15]=2)[NH:10]1, predict the reactants needed to synthesize it. The reactants are: [CH3:1][O:2][C:3]1[CH:8]=[CH:7][CH:6]=[CH:5][C:4]=1[CH:9]1[C:17]([CH3:19])([CH3:18])[C:16]2[C:11](=[CH:12][CH:13]=[C:14]([C:20]3[CH2:25][CH2:24][N:23]([CH2:26][CH2:27][N:28](C)[C:29](=O)OC(C)(C)C)[CH2:22][CH:21]=3)[CH:15]=2)[NH:10]1.C(O)(C(F)(F)F)=O. (2) The reactants are: [N+]([O-])(O)=O.[NH2:5][NH:6][C:7]([NH2:9])=N.CN([CH:13]=[C:14]([C:17](=[O:23])[C:18]1[S:19][CH:20]=[CH:21][CH:22]=1)C#N)C.[OH-].[Na+]. Given the product [NH2:9][C:7]1[C:14]([C:17]([C:18]2[S:19][CH:20]=[CH:21][CH:22]=2)=[O:23])=[CH:13][NH:5][N:6]=1, predict the reactants needed to synthesize it. (3) Given the product [OH:21][C@@H:18]1[CH2:19][CH2:20][C@H:15]([N:9]2[C:10]([C:11]([F:12])([F:13])[F:14])=[C:6]([C:4]([OH:5])=[O:3])[CH:7]=[N:8]2)[CH2:16][CH2:17]1, predict the reactants needed to synthesize it. The reactants are: C([O:3][C:4]([C:6]1[CH:7]=[N:8][N:9]([C@H:15]2[CH2:20][CH2:19][C@@H:18]([OH:21])[CH2:17][CH2:16]2)[C:10]=1[C:11]([F:14])([F:13])[F:12])=[O:5])C.[OH-].[Li+].O. (4) Given the product [F:1][C:2]1[CH:3]=[CH:4][C:5]([C:6]2[N:35]([CH2:34][CH2:33][OH:32])[N:36]=[C:8]3[C:7]=2[CH2:13][CH2:12][CH2:11][C:10]2[CH:14]=[C:15]([N:18]4[CH2:22][C@H:21]([CH2:23][NH:24][C:25](=[O:27])[CH3:26])[O:20][C:19]4=[O:28])[CH:16]=[CH:17][C:9]3=2)=[CH:30][CH:31]=1, predict the reactants needed to synthesize it. The reactants are: [F:1][C:2]1[CH:31]=[CH:30][C:5]([CH:6]=[C:7]2[CH2:13][CH2:12][CH2:11][C:10]3[CH:14]=[C:15]([N:18]4[CH2:22][C@H:21]([CH2:23][NH:24][C:25](=[O:27])[CH3:26])[O:20][C:19]4=[O:28])[CH:16]=[CH:17][C:9]=3[C:8]2=O)=[CH:4][CH:3]=1.[OH:32][CH2:33][CH2:34][NH:35][NH2:36].